Dataset: Forward reaction prediction with 1.9M reactions from USPTO patents (1976-2016). Task: Predict the product of the given reaction. (1) Given the reactants Cl[C:2]1[CH:7]=[N:6][C:5]([C:8]2[CH:13]=[CH:12][CH:11]=[CH:10][CH:9]=2)=[C:4]([C:14]2[CH:19]=[CH:18][CH:17]=[CH:16][CH:15]=2)[N:3]=1.[CH2:20]([O:27][C:28]1[CH:29]=[C:30]([CH2:34][CH2:35][NH:36][CH3:37])[CH:31]=[CH:32][CH:33]=1)[C:21]1[CH:26]=[CH:25][CH:24]=[CH:23][CH:22]=1, predict the reaction product. The product is: [CH2:20]([O:27][C:28]1[CH:33]=[CH:32][CH:31]=[C:30]([CH2:34][CH2:35][N:36]([C:2]2[CH:7]=[N:6][C:5]([C:8]3[CH:13]=[CH:12][CH:11]=[CH:10][CH:9]=3)=[C:4]([C:14]3[CH:19]=[CH:18][CH:17]=[CH:16][CH:15]=3)[N:3]=2)[CH3:37])[CH:29]=1)[C:21]1[CH:22]=[CH:23][CH:24]=[CH:25][CH:26]=1. (2) Given the reactants [CH3:1][CH:2]1[O:6][C:5](=[O:7])[N:4]([C:8]2[CH:16]=[CH:15][C:11]([C:12]([OH:14])=O)=[CH:10][CH:9]=2)[CH2:3]1.Cl.[CH3:18][C:19]1[C:20]([N:26]2[CH2:31][CH2:30][NH:29][CH2:28][CH2:27]2)=[N:21][CH:22]=[C:23]([CH3:25])[CH:24]=1, predict the reaction product. The product is: [CH3:18][C:19]1[C:20]([N:26]2[CH2:27][CH2:28][N:29]([C:12]([C:11]3[CH:10]=[CH:9][C:8]([N:4]4[CH2:3][CH:2]([CH3:1])[O:6][C:5]4=[O:7])=[CH:16][CH:15]=3)=[O:14])[CH2:30][CH2:31]2)=[N:21][CH:22]=[C:23]([CH3:25])[CH:24]=1. (3) Given the reactants [CH2:1]([O:8][C:9](=[O:22])[NH:10][C:11]1[CH:16]=[CH:15][CH:14]=[C:13]([C:17]2O[CH:19]=[N:20][N:21]=2)[CH:12]=1)[C:2]1[CH:7]=[CH:6][CH:5]=[CH:4][CH:3]=1.[CH:23]1([NH2:26])[CH2:25][CH2:24]1.FC(F)(F)C(O)=O, predict the reaction product. The product is: [CH2:1]([O:8][C:9](=[O:22])[NH:10][C:11]1[CH:16]=[CH:15][CH:14]=[C:13]([C:17]2[N:26]([CH:23]3[CH2:25][CH2:24]3)[CH:19]=[N:20][N:21]=2)[CH:12]=1)[C:2]1[CH:7]=[CH:6][CH:5]=[CH:4][CH:3]=1.